From a dataset of NCI-60 drug combinations with 297,098 pairs across 59 cell lines. Regression. Given two drug SMILES strings and cell line genomic features, predict the synergy score measuring deviation from expected non-interaction effect. Drug 1: C1=C(C(=O)NC(=O)N1)F. Drug 2: C1CN1P(=S)(N2CC2)N3CC3. Cell line: IGROV1. Synergy scores: CSS=40.9, Synergy_ZIP=7.09, Synergy_Bliss=10.1, Synergy_Loewe=12.0, Synergy_HSA=13.0.